Dataset: Peptide-MHC class II binding affinity with 134,281 pairs from IEDB. Task: Regression. Given a peptide amino acid sequence and an MHC pseudo amino acid sequence, predict their binding affinity value. This is MHC class II binding data. (1) The peptide sequence is IARLPQVASYVYRRI. The MHC is DRB1_0101 with pseudo-sequence DRB1_0101. The binding affinity (normalized) is 0.572. (2) The peptide sequence is AMRDMAGRFEVHAQT. The MHC is DRB1_1501 with pseudo-sequence DRB1_1501. The binding affinity (normalized) is 0.259. (3) The peptide sequence is RVIAQGPTATFEAMY. The MHC is DRB1_1302 with pseudo-sequence DRB1_1302. The binding affinity (normalized) is 0.188. (4) The peptide sequence is VGNVAWMHVLAAKYI. The MHC is HLA-DQA10401-DQB10402 with pseudo-sequence HLA-DQA10401-DQB10402. The binding affinity (normalized) is 0.404. (5) The peptide sequence is IKLVKSSRPDCSEIP. The MHC is DRB1_1201 with pseudo-sequence DRB1_1201. The binding affinity (normalized) is 0.0479. (6) The peptide sequence is AAPANDKFTVFEAAF. The MHC is DRB1_0405 with pseudo-sequence DRB1_0405. The binding affinity (normalized) is 0.486.